The task is: Binary Classification. Given a drug SMILES string, predict its activity (active/inactive) in a high-throughput screening assay against a specified biological target.. This data is from Orexin1 receptor HTS with 218,158 compounds and 233 confirmed actives. (1) The molecule is O1c2c(C(=O)/C(=C/Nc3c(cc(cc3C)C)C)C1=O)cccc2. The result is 0 (inactive). (2) The drug is o1c(CN2C(CN(CC2)C\C=C\c2cc(OC)c(O)cc2)CCO)ccc1C. The result is 0 (inactive). (3) The compound is O(c1c2c(n(c(=O)c1C(=O)c1oc(nn1)C)C)cccc2)C(=O)C. The result is 0 (inactive). (4) The drug is S(c1n(CC)c(nn1)c1nccnc1)CC(=O)c1ccccc1. The result is 0 (inactive). (5) The drug is O=C(NC1CCCCC1)/C(=C\c1n(c2ccccc2)ccc1)C#N. The result is 0 (inactive). (6) The compound is o1c(/C=C2/NC(=O)NC2=O)ccc1. The result is 0 (inactive). (7) The result is 0 (inactive). The molecule is Fc1cc(CNC(=O)Cn2nc(n3c(c2=O)ccc3)C)ccc1.